Dataset: CYP2C9 inhibition data for predicting drug metabolism from PubChem BioAssay. Task: Regression/Classification. Given a drug SMILES string, predict its absorption, distribution, metabolism, or excretion properties. Task type varies by dataset: regression for continuous measurements (e.g., permeability, clearance, half-life) or binary classification for categorical outcomes (e.g., BBB penetration, CYP inhibition). Dataset: cyp2c9_veith. (1) The molecule is CC(C)(C)C1CCC2(CC1)CCN(CCCN1CCOCC1)CC2. The result is 0 (non-inhibitor). (2) The drug is COCC(=O)N1CCC2(CC1)CCN(c1cccc(-c3ccccc3)c1)CC2. The result is 0 (non-inhibitor).